Dataset: CYP1A2 inhibition data for predicting drug metabolism from PubChem BioAssay. Task: Regression/Classification. Given a drug SMILES string, predict its absorption, distribution, metabolism, or excretion properties. Task type varies by dataset: regression for continuous measurements (e.g., permeability, clearance, half-life) or binary classification for categorical outcomes (e.g., BBB penetration, CYP inhibition). Dataset: cyp1a2_veith. (1) The drug is COCc1nnc(NC(=O)CC(c2ccccc2)c2ccccc2)s1. The result is 0 (non-inhibitor). (2) The result is 0 (non-inhibitor). The molecule is Cc1ccc(S(=O)(=O)N2CCN(c3nc(C)nc4sc5c(c34)CCC(C)C5)CC2)cc1. (3) The compound is O=C(C1CCCCN1S(=O)(=O)c1ccccc1)N1CCCCC1. The result is 0 (non-inhibitor).